Dataset: Full USPTO retrosynthesis dataset with 1.9M reactions from patents (1976-2016). Task: Predict the reactants needed to synthesize the given product. (1) The reactants are: [CH3:1][O:2][C:3]1[CH:4]=[C:5]([CH:23]=[CH:24][C:25]=1[O:26][CH3:27])[CH2:6][CH:7]1[C:16]2[C:11](=[C:12]([O:21][CH3:22])[C:13]([O:19][CH3:20])=[C:14]([O:17][CH3:18])[CH:15]=2)[CH2:10][CH2:9][NH:8]1.Br[CH2:29][C:30](Br)=[O:31].[CH2:33]([O:35][C:36]1[CH:43]=[CH:42][CH:41]=[CH:40][C:37]=1[CH2:38][NH2:39])[CH3:34]. Given the product [CH3:1][O:2][C:3]1[CH:4]=[C:5]([CH:23]=[CH:24][C:25]=1[O:26][CH3:27])[CH2:6][CH:7]1[C:16]2[C:11](=[C:12]([O:21][CH3:22])[C:13]([O:19][CH3:20])=[C:14]([O:17][CH3:18])[CH:15]=2)[CH2:10][CH2:9][N:8]1[CH2:29][C:30]([NH:39][CH2:38][C:37]1[CH:40]=[CH:41][CH:42]=[CH:43][C:36]=1[O:35][CH2:33][CH3:34])=[O:31], predict the reactants needed to synthesize it. (2) Given the product [F:1][C:2]1[CH:3]=[C:4]([NH:9][C:10](=[O:19])[O:11][CH2:12][C:13]2[CH:14]=[CH:15][CH:16]=[CH:17][CH:18]=2)[CH:5]=[CH:6][C:7]=1[O:8][C:27]1[CH:32]=[N:31][C:30]([N+:33]([O-:35])=[O:34])=[CH:29][CH:28]=1, predict the reactants needed to synthesize it. The reactants are: [F:1][C:2]1[CH:3]=[C:4]([NH:9][C:10](=[O:19])[O:11][CH2:12][C:13]2[CH:18]=[CH:17][CH:16]=[CH:15][CH:14]=2)[CH:5]=[CH:6][C:7]=1[OH:8].C(=O)([O-])[O-].[Cs+].[Cs+].Cl[C:27]1[CH:28]=[CH:29][C:30]([N+:33]([O-:35])=[O:34])=[N:31][CH:32]=1.C(=O)([O-])O.[Na+]. (3) Given the product [NH:71]1[C:72]2[C:68](=[C:67]([C:2]3[N:3]=[C:4]([N:13]4[CH2:18][CH2:17][O:16][CH2:15][CH2:14]4)[C:5]4[S:10][C:9]([CH2:11][NH:12][C:52](=[O:54])[CH2:51][NH2:50])=[CH:8][C:6]=4[N:7]=3)[CH:75]=[CH:74][CH:73]=2)[CH:69]=[N:70]1, predict the reactants needed to synthesize it. The reactants are: Cl[C:2]1[N:3]=[C:4]([N:13]2[CH2:18][CH2:17][O:16][CH2:15][CH2:14]2)[C:5]2[S:10][C:9]([CH2:11][NH2:12])=[CH:8][C:6]=2[N:7]=1.F[P-](F)(F)(F)(F)F.C[N+](C)=C(N(C)C)O.C(N(CC)C(C)C)(C)C.C([NH:50][CH2:51][C:52]([OH:54])=O)(OC(C)(C)C)=O.Cl.NO.Cl.CC1(C)C(C)(C)OB([C:67]2[CH:75]=[CH:74][CH:73]=[C:72]3[C:68]=2[CH:69]=[N:70][NH:71]3)O1. (4) Given the product [CH3:10][O:9][C:7](=[O:8])[C:6]([CH3:12])([CH3:11])[NH:4][CH2:1][CH:2]=[CH2:3], predict the reactants needed to synthesize it. The reactants are: [CH2:1]([NH2:4])[CH:2]=[CH2:3].Br[C:6]([CH3:12])([CH3:11])[C:7]([O:9][CH3:10])=[O:8]. (5) The reactants are: [CH2:1]([N:8]1[CH2:12][C@H:11]([C:13]2[CH:18]=[CH:17][C:16]([Cl:19])=[CH:15][CH:14]=2)[C@:10]([NH:21][C:22](=O)OC(C)(C)C)([CH3:20])[CH2:9]1)[C:2]1[CH:7]=[CH:6][CH:5]=[CH:4][CH:3]=1.CC(C)([O-])C.[K+].S(OC)(OC)(=O)=O.C(O)(C(F)(F)F)=O.CCN(C(C)C)C(C)C.Cl[C:59]([O:61][C:62]1[CH:67]=[CH:66][C:65]([F:68])=[CH:64][CH:63]=1)=[O:60]. Given the product [F:68][C:65]1[CH:66]=[CH:67][C:62]([O:61][C:59](=[O:60])[N:21]([C@:10]2([CH3:20])[C@@H:11]([C:13]3[CH:18]=[CH:17][C:16]([Cl:19])=[CH:15][CH:14]=3)[CH2:12][N:8]([CH2:1][C:2]3[CH:7]=[CH:6][CH:5]=[CH:4][CH:3]=3)[CH2:9]2)[CH3:22])=[CH:63][CH:64]=1, predict the reactants needed to synthesize it. (6) Given the product [Br:1][C:2]1[CH:11]=[CH:10][C:9]2[C:4](=[CH:5][CH:6]=[C:7]([O:14][CH3:13])[N:8]=2)[N:3]=1, predict the reactants needed to synthesize it. The reactants are: [Br:1][C:2]1[CH:11]=[CH:10][C:9]2[C:4](=[CH:5][CH:6]=[C:7](Br)[N:8]=2)[N:3]=1.[CH3:13][O-:14].[Na+].